Dataset: Full USPTO retrosynthesis dataset with 1.9M reactions from patents (1976-2016). Task: Predict the reactants needed to synthesize the given product. (1) Given the product [C:68]([O:67][C:65]([N:57]1[CH2:7][CH2:6][C@@H:5]([O:55][C:48](=[O:56])[C:49]2[CH:54]=[CH:53][CH:52]=[CH:51][CH:50]=2)[C@H:4]1[CH2:3][C:2]#[CH:1])=[O:66])([CH3:69])([CH3:70])[CH3:29], predict the reactants needed to synthesize it. The reactants are: [CH2:1](OC(N1C[C@@H](NC(O[CH2:1][C:2]2[CH:7]=[CH:6][CH:5]=[CH:4][CH:3]=2)=O)C[C@H]1CO)=O)[C:2]1[CH:7]=[CH:6][CH:5]=[CH:4][CH:3]=1.[C:29]1(P(C2C=CC=CC=2)C2C=CC=CC=2)C=CC=CC=1.[C:48]([OH:56])(=[O:55])[C:49]1[CH:54]=[CH:53][CH:52]=[CH:51][CH:50]=1.[N:57]([C:65]([O:67][CH:68]([CH3:70])[CH3:69])=[O:66])=[N:57][C:65]([O:67][CH:68]([CH3:70])[CH3:69])=[O:66]. (2) Given the product [Cl-:11].[N+:1]([C:4]1[CH:10]=[CH:9][CH:8]=[CH:7][C:5]=1[N+:6]#[N:12])([O-:3])=[O:2], predict the reactants needed to synthesize it. The reactants are: [N+:1]([C:4]1[CH:10]=[CH:9][CH:8]=[CH:7][C:5]=1[NH2:6])([O-:3])=[O:2].[ClH:11].[N:12]([O-])=O.[Na+]. (3) Given the product [C:4]([O:6][CH2:7][C@@H:8]([C@@H:10]([CH2:12][OH:13])[OH:11])[OH:9])(=[O:5])[CH2:3][CH:2]([CH2:14][CH2:15][CH2:16][CH:17]([CH2:18][CH2:19][CH2:20][CH:21]([CH2:22][CH2:23][CH2:24][CH:25]([CH3:27])[CH3:26])[CH3:28])[CH3:29])[CH3:1].[OH2:5], predict the reactants needed to synthesize it. The reactants are: [CH3:1][CH:2]([CH2:14][CH2:15][CH2:16][CH:17]([CH3:29])[CH2:18][CH2:19][CH2:20][CH:21]([CH3:28])[CH2:22][CH2:23][CH2:24][CH:25]([CH3:27])[CH3:26])[CH2:3][C:4]([O:6][CH2:7][C@@H:8]([C@@H:10]([CH2:12][OH:13])[OH:11])[OH:9])=[O:5]. (4) Given the product [Br:17][C:13]1[CH:12]=[C:11]([C:7]([NH:6][C:3](=[O:4])[CH2:2][Cl:1])([CH3:10])[CH2:8][OH:9])[CH:16]=[CH:15][CH:14]=1, predict the reactants needed to synthesize it. The reactants are: [Cl:1][CH2:2][C:3](Cl)=[O:4].[NH2:6][C:7]([C:11]1[CH:16]=[CH:15][CH:14]=[C:13]([Br:17])[CH:12]=1)([CH3:10])[CH2:8][OH:9].C([O-])([O-])=O.[K+].[K+]. (5) Given the product [ClH:3].[CH3:22][O:9][C:8](=[O:10])[CH:7]([NH2:6])[CH2:11][C:12]1[C:20]2[C:15](=[N:16][CH:17]=[CH:18][C:19]=2[Cl:21])[NH:14][CH:13]=1, predict the reactants needed to synthesize it. The reactants are: S(Cl)([Cl:3])=O.Cl.[NH2:6][CH:7]([CH2:11][C:12]1[C:20]2[C:15](=[N:16][CH:17]=[CH:18][C:19]=2[Cl:21])[NH:14][CH:13]=1)[C:8]([OH:10])=[O:9].[CH3:22]O. (6) The reactants are: [CH2:1]1[C:5]2([CH2:10][CH2:9][NH:8][CH2:7][CH2:6]2)[CH2:4][CH2:3][N:2]1[C:11]1[CH:18]=[CH:17][C:14]([C:15]#[N:16])=[CH:13][N:12]=1.CC1C=CC(S(O[CH2:30][CH:31]2[C:40]3[C:35](=[C:36]4[CH2:43][O:42][C:41](=[O:44])[C:37]4=[CH:38][CH:39]=3)[CH2:34][CH2:33][O:32]2)(=O)=O)=CC=1. Given the product [O:44]=[C:41]1[C:37]2[C:36](=[C:35]3[C:40](=[CH:39][CH:38]=2)[CH:31]([CH2:30][N:8]2[CH2:7][CH2:6][C:5]4([CH2:1][N:2]([C:11]5[CH:18]=[CH:17][C:14]([C:15]#[N:16])=[CH:13][N:12]=5)[CH2:3][CH2:4]4)[CH2:10][CH2:9]2)[O:32][CH2:33][CH2:34]3)[CH2:43][O:42]1, predict the reactants needed to synthesize it.